From a dataset of Full USPTO retrosynthesis dataset with 1.9M reactions from patents (1976-2016). Predict the reactants needed to synthesize the given product. (1) Given the product [CH2:25]([C:24]1[CH:23]=[C:22]([Sn:43]([CH3:45])([CH3:44])[CH3:42])[S:21][C:20]=1/[CH:19]=[CH:18]/[C:14]1[S:15][C:16]([Sn:43]([CH3:45])([CH3:44])[CH3:42])=[CH:17][C:13]=1[CH2:1][CH2:2][CH2:3][CH2:4][CH2:5][CH2:6][CH2:7][CH2:8][CH2:9][CH2:10][CH2:11][CH3:12])[CH2:26][CH2:27][CH2:28][CH2:29][CH2:30][CH2:31][CH2:32][CH2:33][CH2:34][CH2:35][CH3:36], predict the reactants needed to synthesize it. The reactants are: [CH2:1]([C:13]1[CH:17]=[CH:16][S:15][C:14]=1/[CH:18]=[CH:19]/[C:20]1[S:21][CH:22]=[CH:23][C:24]=1[CH2:25][CH2:26][CH2:27][CH2:28][CH2:29][CH2:30][CH2:31][CH2:32][CH2:33][CH2:34][CH2:35][CH3:36])[CH2:2][CH2:3][CH2:4][CH2:5][CH2:6][CH2:7][CH2:8][CH2:9][CH2:10][CH2:11][CH3:12].C([Li])CCC.[CH3:42][Sn:43](Cl)([CH3:45])[CH3:44].[NH4+].[Cl-]. (2) Given the product [C:3]1(=[O:4])[O:5][C@@H:6]([C@H:9]([CH2:11][OH:17])[OH:10])[C@H:7]([OH:8])[CH2:2]1, predict the reactants needed to synthesize it. The reactants are: Br[C@H:2]1[C@@H:7]([OH:8])[C@@H:6]([C@@H:9]([CH2:11]Br)[OH:10])[O:5][C:3]1=[O:4].CC(O/N=C(/C(NCC=O)=O)\C1N=C(N)SC=1)(C(O)=[O:17])C.CC(C[AlH]CC(C)C)C.C(OC(OCC)C/C=C/C([O-])=O)C.CP(=O)([O-])OC(OCC(C(C)C)C(C)C)=O.BrC[C@@H](O)[C@H]1OC(=O)C[C@H]1O.BrC[C@H]1OC(=O)C[C@H]1O. (3) The reactants are: [C:1]([C:4]1[CH:9]=[C:8]([O:10][CH3:11])[CH:7]=[CH:6][C:5]=1[CH:12](C(O)=O)[C:13]([OH:15])=[O:14])([OH:3])=[O:2]. Given the product [C:13]([CH2:12][C:5]1[CH:6]=[CH:7][C:8]([O:10][CH3:11])=[CH:9][C:4]=1[C:1]([OH:3])=[O:2])([OH:15])=[O:14], predict the reactants needed to synthesize it.